This data is from Forward reaction prediction with 1.9M reactions from USPTO patents (1976-2016). The task is: Predict the product of the given reaction. (1) The product is: [NH2:2][C:3]1[CH:8]=[C:7]([CH2:9][CH2:10][CH2:11][OH:12])[CH:6]=[CH:5][N:4]=1. Given the reactants Cl.[NH2:2][C:3]1[CH:8]=[C:7]([CH2:9][CH2:10][C:11](O)=[O:12])[CH:6]=[CH:5][N:4]=1.[H-].[Al+3].[Li+].[H-].[H-].[H-], predict the reaction product. (2) Given the reactants Br[CH2:2][CH2:3][CH2:4][O:5][C:6]1[CH:11]=[CH:10][C:9]([C@@H:12]2[O:17][CH2:16][CH2:15][N:14]([C:18]([O:20][C:21]([CH3:24])([CH3:23])[CH3:22])=[O:19])[CH2:13]2)=[CH:8][CH:7]=1.[H-].[Na+].[NH:27]1[CH2:31][CH2:30][CH2:29][CH2:28]1, predict the reaction product. The product is: [N:27]1([CH2:2][CH2:3][CH2:4][O:5][C:6]2[CH:11]=[CH:10][C:9]([C@@H:12]3[O:17][CH2:16][CH2:15][N:14]([C:18]([O:20][C:21]([CH3:24])([CH3:23])[CH3:22])=[O:19])[CH2:13]3)=[CH:8][CH:7]=2)[CH2:31][CH2:30][CH2:29][CH2:28]1. (3) Given the reactants C(OC(=O)[NH:7][C@H:8]([C:10]1[CH:15]=[CH:14][CH:13]=[C:12](Br)[CH:11]=1)[CH3:9])(C)(C)C.[NH2:18][C:19]1[CH:24]=[CH:23][N:22]=[CH:21][CH:20]=1.[O-]P([O-])([O-])=O.[K+].[K+].[K+], predict the reaction product. The product is: [NH2:7][C@H:8]([C:10]1[CH:11]=[C:12]([NH:18][C:19]2[CH:24]=[CH:23][N:22]=[CH:21][CH:20]=2)[CH:13]=[CH:14][CH:15]=1)[CH3:9]. (4) Given the reactants [C@@H:1]12[CH2:6][C@@H:5]1[CH2:4][NH:3][C@@H:2]2[CH2:7][NH:8][C:9]([C:11]1[CH:12]=[CH:13][CH:14]=[C:15]2[O:19][CH:18]=[CH:17][C:16]=12)=[O:10].[F:20][C:21]1[CH:26]=[CH:25][CH:24]=[CH:23][C:22]=1[C:27]1[S:31][C:30]([CH3:32])=[N:29][C:28]=1[C:33](O)=[O:34], predict the reaction product. The product is: [F:20][C:21]1[CH:26]=[CH:25][CH:24]=[CH:23][C:22]=1[C:27]1[S:31][C:30]([CH3:32])=[N:29][C:28]=1[C:33]([N:3]1[CH2:4][C@@H:5]2[C@@H:1]([CH2:6]2)[C@H:2]1[CH2:7][NH:8][C:9]([C:11]1[CH:12]=[CH:13][CH:14]=[C:15]2[O:19][CH:18]=[CH:17][C:16]=12)=[O:10])=[O:34]. (5) Given the reactants C(OC([C:6]1[N:7]([C@H:19]([CH3:29])[CH2:20][NH:21][C:22]([O:24]C(C)(C)C)=O)[C:8]2[C:13]([CH:14]=1)=[CH:12][CH:11]=[C:10]([C:15]([F:18])([F:17])[F:16])[CH:9]=2)=O)C.FC(F)(F)C(O)=O, predict the reaction product. The product is: [CH3:29][C@H:19]1[N:7]2[C:8]3[CH:9]=[C:10]([C:15]([F:18])([F:16])[F:17])[CH:11]=[CH:12][C:13]=3[CH:14]=[C:6]2[C:22](=[O:24])[NH:21][CH2:20]1. (6) Given the reactants [Cl:1][C:2]1[N:3]=[CH:4][C:5]([C:8]([OH:10])=O)=[N:6][CH:7]=1.O.[Cl-].COC1N=C(OC)N=C([N+]2(C)CCOCC2)N=1.[NH2:30][C:31]1[CH:32]=[CH:33][C:34]([F:47])=[C:35]([C@:37]2([CH3:46])[C:42]([F:44])([F:43])[CH2:41][O:40][C:39]([NH2:45])=[N:38]2)[CH:36]=1.C([O-])(O)=O.[Na+], predict the reaction product. The product is: [NH2:45][C:39]1[O:40][CH2:41][C:42]([F:43])([F:44])[C@:37]([C:35]2[CH:36]=[C:31]([NH:30][C:8]([C:5]3[CH:4]=[N:3][C:2]([Cl:1])=[CH:7][N:6]=3)=[O:10])[CH:32]=[CH:33][C:34]=2[F:47])([CH3:46])[N:38]=1. (7) Given the reactants [CH:1]1([C:5]2[N:6]=[C:7]([CH2:10][CH2:11][C:12]3[CH:34]=[CH:33][N:15]4[C:16](=[O:32])[C:17](/[CH:27]=[CH:28]/[C:29]([OH:31])=[O:30])=[C:18]([N:20]5[CH2:25][CH2:24]C[CH:22]([OH:26])[CH2:21]5)[N:19]=[C:14]4[CH:13]=3)[S:8][CH:9]=2)[CH2:4]CC1.C(C1N=C(CCC2C=CN3C(=O)C(/C=C/C(OC(C)(C)C)=O)=C(N4CCOCC4)N=C3C=2)SC=1)C, predict the reaction product. The product is: [CH2:1]([C:5]1[N:6]=[C:7]([CH2:10][CH2:11][C:12]2[CH:34]=[CH:33][N:15]3[C:16](=[O:32])[C:17](/[CH:27]=[CH:28]/[C:29]([OH:31])=[O:30])=[C:18]([N:20]4[CH2:21][CH2:22][O:26][CH2:24][CH2:25]4)[N:19]=[C:14]3[CH:13]=2)[S:8][CH:9]=1)[CH3:4].